Dataset: Forward reaction prediction with 1.9M reactions from USPTO patents (1976-2016). Task: Predict the product of the given reaction. (1) The product is: [CH3:30][N:2]([CH3:1])[C:3]1([C:24]2[CH:25]=[CH:26][CH:27]=[CH:28][CH:29]=2)[CH2:8][CH2:7][CH:6]([C:9]2[NH:10][C:11]3[C:16]([C:17]=2[CH3:18])=[CH:15][C:14]([O:19][C:20]([F:23])([F:21])[F:22])=[CH:13][CH:12]=3)[CH2:5][CH2:4]1. Given the reactants [CH3:1][N:2]([CH3:30])[C:3]1([C:24]2[CH:29]=[CH:28][CH:27]=[CH:26][CH:25]=2)[CH2:8][CH2:7][C:6]([C:9]2[NH:10][C:11]3[C:16]([C:17]=2[CH3:18])=[CH:15][C:14]([O:19][C:20]([F:23])([F:22])[F:21])=[CH:13][CH:12]=3)=[CH:5][CH2:4]1.Br.[Sn], predict the reaction product. (2) The product is: [N:21]1([CH2:20][C@@H:16]2[CH2:17][CH2:18][CH2:19][N:15]2[C:10]([C:9]2[CH:8]=[N:7][C:6]([C:3]3[CH:4]=[CH:5][S:1][CH:2]=3)=[CH:14][CH:13]=2)=[O:12])[CH2:25][CH2:24][CH2:23][CH2:22]1. Given the reactants [S:1]1[CH:5]=[CH:4][C:3]([C:6]2[CH:14]=[CH:13][C:9]([C:10]([OH:12])=O)=[CH:8][N:7]=2)=[CH:2]1.[NH:15]1[CH2:19][CH2:18][CH2:17][C@H:16]1[CH2:20][N:21]1[CH2:25][CH2:24][CH2:23][CH2:22]1, predict the reaction product. (3) Given the reactants [N:1]1([C:6]2([CH2:16][CH:17]=O)[CH2:15][C:10]3([CH2:14][CH2:13][CH2:12][CH2:11]3)[O:9][CH2:8][CH2:7]2)[CH:5]=[CH:4][CH:3]=[N:2]1.[S:19]1[CH:23]=[CH:22][CH:21]=[C:20]1[CH2:24][NH2:25].[BH-](OC(C)=O)(OC(C)=O)OC(C)=O.[Na+].C(O)(C(F)(F)F)=O, predict the reaction product. The product is: [N:1]1([C:6]2([CH2:16][CH2:17][NH:25][CH2:24][C:20]3[S:19][CH:23]=[CH:22][CH:21]=3)[CH2:15][C:10]3([CH2:14][CH2:13][CH2:12][CH2:11]3)[O:9][CH2:8][CH2:7]2)[CH:5]=[CH:4][CH:3]=[N:2]1. (4) Given the reactants [C:1]([O:5][C:6]([NH:8][C@H:9]1[CH2:14][CH2:13][C@H:12]([N:15]([CH2:34][CH3:35])[C:16]2[C:17]([CH3:33])=[C:18]([C:29]([O:31][CH3:32])=[O:30])[CH:19]=[C:20]([C:22]3[CH:27]=[CH:26][C:25]([OH:28])=[CH:24][CH:23]=3)[CH:21]=2)[CH2:11][CH2:10]1)=[O:7])([CH3:4])([CH3:3])[CH3:2].Br[CH2:37][CH2:38][O:39][CH3:40].C([O-])([O-])=O.[Cs+].[Cs+].O, predict the reaction product. The product is: [C:1]([O:5][C:6]([NH:8][C@H:9]1[CH2:14][CH2:13][C@H:12]([N:15]([CH2:34][CH3:35])[C:16]2[C:17]([CH3:33])=[C:18]([C:29]([O:31][CH3:32])=[O:30])[CH:19]=[C:20]([C:22]3[CH:23]=[CH:24][C:25]([O:28][CH2:37][CH2:38][O:39][CH3:40])=[CH:26][CH:27]=3)[CH:21]=2)[CH2:11][CH2:10]1)=[O:7])([CH3:4])([CH3:3])[CH3:2]. (5) The product is: [CH:1]1([CH2:6][CH:7]([C:11]2[CH:16]=[CH:15][C:14]([Cl:17])=[C:13]([Cl:18])[CH:12]=2)[C:8]([NH:46][C:47]2[S:48][C:49]3[CH:55]=[C:54]([S:56]([CH3:59])(=[O:58])=[O:57])[CH:53]=[CH:52][C:50]=3[N:51]=2)=[O:10])[CH2:2][CH2:3][CH2:4][CH2:5]1. Given the reactants [CH:1]1([CH2:6][CH:7]([C:11]2[CH:16]=[CH:15][C:14]([Cl:17])=[C:13]([Cl:18])[CH:12]=2)[C:8]([OH:10])=O)[CH2:5][CH2:4][CH2:3][CH2:2]1.F[P-](F)(F)(F)(F)F.N1(O[P+](N(C)C)(N(C)C)N(C)C)C2C=CC=CC=2N=N1.[NH2:46][C:47]1[S:48][C:49]2[CH:55]=[C:54]([S:56]([CH3:59])(=[O:58])=[O:57])[CH:53]=[CH:52][C:50]=2[N:51]=1.C(N(CC)C(C)C)(C)C, predict the reaction product. (6) Given the reactants O.[NH2:2][NH2:3].F[C:5]1[CH:10]=[CH:9][C:8]([N+:11]([O-:13])=[O:12])=[C:7]([O:14][CH3:15])[CH:6]=1, predict the reaction product. The product is: [CH3:15][O:14][C:7]1[CH:6]=[C:5]([NH:2][NH2:3])[CH:10]=[CH:9][C:8]=1[N+:11]([O-:13])=[O:12]. (7) Given the reactants [OH:1][C@H:2]([C:6]1[CH:11]=[CH:10][CH:9]=[CH:8][CH:7]=1)[CH2:3][C:4]#[N:5].B, predict the reaction product. The product is: [NH2:5][CH2:4][CH2:3][C@@H:2]([C:6]1[CH:11]=[CH:10][CH:9]=[CH:8][CH:7]=1)[OH:1].